This data is from Catalyst prediction with 721,799 reactions and 888 catalyst types from USPTO. The task is: Predict which catalyst facilitates the given reaction. (1) Reactant: [NH2:1][C:2]1[CH:11]=[CH:10][C:5]([C:6]([O:8][CH3:9])=[O:7])=[CH:4][CH:3]=1.C(N(C(C)C)CC)(C)C.[F:21][C:22]1[CH:30]=[CH:29][CH:28]=[CH:27][C:23]=1[C:24](Cl)=[O:25]. Product: [F:21][C:22]1[CH:30]=[CH:29][CH:28]=[CH:27][C:23]=1[C:24]([NH:1][C:2]1[CH:3]=[CH:4][C:5]([C:6]([O:8][CH3:9])=[O:7])=[CH:10][CH:11]=1)=[O:25]. The catalyst class is: 4. (2) Reactant: [Br:1][C:2]1[CH:3]=[C:4]([C@:8]2([CH3:20])[CH2:13][O:12][C@@:11]([CH3:18])([C:14]([F:17])([F:16])[F:15])[C:10]([NH2:19])=[N:9]2)[CH:5]=[CH:6][CH:7]=1.[CH3:21][C:22]([O:25][C:26](O[C:26]([O:25][C:22]([CH3:24])([CH3:23])[CH3:21])=[O:27])=[O:27])([CH3:24])[CH3:23].CCN(CC)CC. Product: [C:22]([O:25][C:26](=[O:27])[NH:19][C:10]1[C@:11]([CH3:18])([C:14]([F:16])([F:17])[F:15])[O:12][CH2:13][C@:8]([C:4]2[CH:5]=[CH:6][CH:7]=[C:2]([Br:1])[CH:3]=2)([CH3:20])[N:9]=1)([CH3:24])([CH3:23])[CH3:21]. The catalyst class is: 10. (3) Reactant: [CH3:1][N:2]([CH3:16])[CH2:3][C:4]1[NH:15][C:7]2=[N:8][CH:9]=[C:10]([N+:12]([O-])=O)[CH:11]=[C:6]2[CH:5]=1.C(=O)(O)[O-].[Na+]. Product: [CH3:16][N:2]([CH2:3][C:4]1[NH:15][C:7]2=[N:8][CH:9]=[C:10]([NH2:12])[CH:11]=[C:6]2[CH:5]=1)[CH3:1]. The catalyst class is: 370. (4) Reactant: [Cl:1][C:2]1[CH:7]=[C:6]([N:8]=[C:9]=[S:10])[CH:5]=[C:4]([Cl:11])[C:3]=1[C:12]1[CH:17]=[CH:16][N:15]=[C:14]([O:18][CH3:19])[CH:13]=1.[N:20]#[C:21][NH2:22].[Na].[CH3:24]I. Product: [Cl:1][C:2]1[CH:7]=[C:6]([NH:8][CH:9]([S:10][CH3:24])[NH:20][C:21]#[N:22])[CH:5]=[C:4]([Cl:11])[C:3]=1[C:12]1[CH:17]=[CH:16][N:15]=[C:14]([O:18][CH3:19])[CH:13]=1. The catalyst class is: 5. (5) Reactant: Cl[C:2]1[CH:7]=[C:6]([O:8][C:9]2[CH:10]=[CH:11][C:12]([NH:15][C:16]([NH:18][C:19](=[O:25])[C:20]([O:23][CH3:24])([CH3:22])[CH3:21])=[O:17])=[N:13][CH:14]=2)[CH:5]=[CH:4][N:3]=1.[CH2:26]([N:28]1[CH:32]=[C:31](B2OC(C)(C)C(C)(C)O2)[CH:30]=[N:29]1)[CH3:27].C([O-])([O-])=O.[K+].[K+]. Product: [CH2:26]([N:28]1[CH:32]=[C:31]([C:2]2[CH:7]=[C:6]([O:8][C:9]3[CH:10]=[CH:11][C:12]([NH:15][C:16]([NH:18][C:19](=[O:25])[C:20]([O:23][CH3:24])([CH3:22])[CH3:21])=[O:17])=[N:13][CH:14]=3)[CH:5]=[CH:4][N:3]=2)[CH:30]=[N:29]1)[CH3:27]. The catalyst class is: 70. (6) Reactant: [NH2:1][C:2]1[CH:9]=[C:8]([Br:10])[CH:7]=[CH:6][C:3]=1[C:4]#[N:5].[C:11]([O-])(=O)C.[Na+].[OH-:16].[Na+]. Product: [Br:10][C:8]1[CH:9]=[C:2]2[C:3]([C:4](=[O:16])[NH:5][CH:11]=[N:1]2)=[CH:6][CH:7]=1. The catalyst class is: 106. (7) Reactant: [Cl:1][C:2]1[CH:8]=[CH:7][C:5]([OH:6])=[CH:4][C:3]=1[OH:9].[CH2:10]([CH:17](C(C)=O)[C:18](OCC)=[O:19])C1C=CC=CC=1. Product: [Cl:1][C:2]1[CH:8]=[C:7]2[C:5](=[CH:4][C:3]=1[OH:9])[O:6][C:18](=[O:19])[CH:17]=[CH:10]2. The catalyst class is: 82.